Dataset: Reaction yield outcomes from USPTO patents with 853,638 reactions. Task: Predict the reaction yield, written as a fraction of the theoretical maximum amount of product (1.0 means a 100% yield; for example, 0.34 means a 34% yield). (1) The reactants are Br[C:2]1[CH:7]=[CH:6][C:5]([S:8]([NH:11][C:12]2[S:13][CH:14]=[CH:15][N:16]=2)(=[O:10])=[O:9])=[CH:4][CH:3]=1.C(O)(=O)C.[NH:21]1[CH2:24][CH:23]([CH2:25][NH:26][C:27](=[O:33])[O:28][C:29]([CH3:32])([CH3:31])[CH3:30])[CH2:22]1.CC(C)([O-])C.[Na+].C1(C2C=CC=CC=2)C=CC=CC=1P(C(C)(C)C)C(C)(C)C. The catalyst is C1(C)C=CC=CC=1.C1C=CC(/C=C/C(/C=C/C2C=CC=CC=2)=O)=CC=1.C1C=CC(/C=C/C(/C=C/C2C=CC=CC=2)=O)=CC=1.C1C=CC(/C=C/C(/C=C/C2C=CC=CC=2)=O)=CC=1.[Pd].[Pd].O. The product is [C:29]([O:28][C:27](=[O:33])[NH:26][CH2:25][CH:23]1[CH2:22][N:21]([C:2]2[CH:7]=[CH:6][C:5]([S:8](=[O:10])(=[O:9])[NH:11][C:12]3[S:13][CH:14]=[CH:15][N:16]=3)=[CH:4][CH:3]=2)[CH2:24]1)([CH3:32])([CH3:30])[CH3:31]. The yield is 0.220. (2) The reactants are [CH3:1][O:2][C:3]([C:5]1[CH:20]=[CH:19][C:8]([C:9]([O:11]N2C(=O)CCC2=O)=O)=[CH:7][C:6]=1[CH3:21])=[O:4].[OH:22][C:23]1[CH:24]=[C:25]([CH:28]=[CH:29][CH:30]=1)[CH2:26][NH2:27].C(N(CC)CC)C. The yield is 0.910. The catalyst is CN(C)C=O. The product is [OH:22][C:23]1[CH:24]=[C:25]([CH2:26][NH:27][C:9]([C:8]2[CH:19]=[CH:20][C:5]([C:3]([O:2][CH3:1])=[O:4])=[C:6]([CH3:21])[CH:7]=2)=[O:11])[CH:28]=[CH:29][CH:30]=1. (3) The reactants are C([O:3][C:4](=[O:46])[CH2:5][N:6]([S:33]([N:36]1[C:45]2[C:40](=[CH:41][CH:42]=[CH:43][CH:44]=2)[CH2:39][CH2:38][CH2:37]1)(=[O:35])=[O:34])[CH2:7][C:8]1[CH:13]=[CH:12][C:11]([O:14][CH2:15][CH2:16][C:17]2[N:18]=[C:19]([C:23]3[CH:28]=[CH:27][C:26]([C:29]([F:32])([F:31])[F:30])=[CH:25][CH:24]=3)[O:20][C:21]=2[CH3:22])=[CH:10][CH:9]=1)C.O.[OH-].[Li+]. No catalyst specified. The product is [N:36]1([S:33]([N:6]([CH2:5][C:4]([OH:46])=[O:3])[CH2:7][C:8]2[CH:13]=[CH:12][C:11]([O:14][CH2:15][CH2:16][C:17]3[N:18]=[C:19]([C:23]4[CH:24]=[CH:25][C:26]([C:29]([F:30])([F:31])[F:32])=[CH:27][CH:28]=4)[O:20][C:21]=3[CH3:22])=[CH:10][CH:9]=2)(=[O:35])=[O:34])[C:45]2[C:40](=[CH:41][CH:42]=[CH:43][CH:44]=2)[CH2:39][CH2:38][CH2:37]1. The yield is 0.990. (4) The reactants are Br[C:2]1[S:3][CH:4]=[CH:5][N:6]=1.[Br:7][C:8]1[CH:9]=[C:10]2[C:14](=[CH:15][CH:16]=1)[NH:13][CH:12]=[CH:11]2.C(=O)([O-])[O-].[Cs+].[Cs+]. The catalyst is CN(C=O)C. The product is [Br:7][C:8]1[CH:9]=[C:10]2[C:14](=[CH:15][CH:16]=1)[N:13]([C:2]1[S:3][CH:4]=[CH:5][N:6]=1)[CH:12]=[CH:11]2. The yield is 0.527. (5) The reactants are C(OC(=O)[NH:7][CH2:8][CH2:9][CH2:10][N:11](C(OC(C)(C)C)=O)[CH2:12][C:13]1[CH:18]=[CH:17][C:16]([C:19]2[C:20](=[O:28])[N:21]=[C:22]3[NH:27][CH:26]=[CH:25][N:23]3[CH:24]=2)=[CH:15][CH:14]=1)(C)(C)C.C(O)(C(F)(F)F)=O.C(Cl)[Cl:45]. No catalyst specified. The product is [ClH:45].[NH2:7][CH2:8][CH2:9][CH2:10][NH:11][CH2:12][C:13]1[CH:14]=[CH:15][C:16]([C:19]2[C:20](=[O:28])[N:21]=[C:22]3[NH:27][CH:26]=[CH:25][N:23]3[CH:24]=2)=[CH:17][CH:18]=1. The yield is 1.00.